Dataset: Forward reaction prediction with 1.9M reactions from USPTO patents (1976-2016). Task: Predict the product of the given reaction. Given the reactants [Cl:1][C:2]1[CH:3]=[C:4]([CH:19]=[CH:20][C:21]=1[O:22][CH3:23])[CH2:5][NH:6][C:7]1[C:12]([C:13](Cl)=[O:14])=[C:11]([Cl:16])[N:10]=[C:9]([S:17][CH3:18])[N:8]=1.CSC1N=C(NCC2C=CC(OC)=C(Cl)C=2)C(C(OCC)=O)=CN=1.[CH2:48]([O:55][CH2:56][CH2:57][OH:58])[C:49]1[CH:54]=[CH:53][CH:52]=[CH:51][CH:50]=1.C(=O)([O-])O.[Na+], predict the reaction product. The product is: [Cl:1][C:2]1[CH:3]=[C:4]([CH:19]=[CH:20][C:21]=1[O:22][CH3:23])[CH2:5][NH:6][C:7]1[C:12]([C:13]([O:58][CH2:57][CH2:56][O:55][CH2:48][C:49]2[CH:54]=[CH:53][CH:52]=[CH:51][CH:50]=2)=[O:14])=[C:11]([Cl:16])[N:10]=[C:9]([S:17][CH3:18])[N:8]=1.